From a dataset of Forward reaction prediction with 1.9M reactions from USPTO patents (1976-2016). Predict the product of the given reaction. (1) Given the reactants [CH2:1]([O:8][C@@H:9]1[C@@H:17]([O:18][CH2:19][C:20]2[CH:25]=[CH:24][CH:23]=[CH:22][CH:21]=2)[C@@H:16]([OH:26])[C@@H:15]([CH2:27][O:28][CH2:29][C:30]2[CH:35]=[CH:34][CH:33]=[CH:32][CH:31]=2)[O:14][C@H:10]1[S:11][CH2:12][CH3:13])[C:2]1[CH:7]=[CH:6][CH:5]=[CH:4][CH:3]=1.N1C(C)=CC(C)=CC=1C.[Br:45][CH2:46][C:47](Br)=[O:48], predict the reaction product. The product is: [CH2:1]([O:8][C@@H:9]1[C@@H:17]([O:18][CH2:19][C:20]2[CH:21]=[CH:22][CH:23]=[CH:24][CH:25]=2)[C@@:16]([C:47](=[O:48])[CH2:46][Br:45])([OH:26])[C@@H:15]([CH2:27][O:28][CH2:29][C:30]2[CH:31]=[CH:32][CH:33]=[CH:34][CH:35]=2)[O:14][C@H:10]1[S:11][CH2:12][CH3:13])[C:2]1[CH:7]=[CH:6][CH:5]=[CH:4][CH:3]=1. (2) Given the reactants [F:1][CH:2]([C:5](=O)[C:6]1[CH:7]=[N:8][C:9]2[C:14]([CH:15]=1)=[CH:13][CH:12]=[CH:11][CH:10]=2)[C:3]#[N:4].O.[NH2:18][NH2:19], predict the reaction product. The product is: [F:1][C:2]1[C:5]([C:6]2[CH:7]=[N:8][C:9]3[C:14]([CH:15]=2)=[CH:13][CH:12]=[CH:11][CH:10]=3)=[N:19][NH:18][C:3]=1[NH2:4]. (3) Given the reactants Br[C:2]1[N:6]([CH3:7])[N:5]=[C:4]([NH2:8])[CH:3]=1.[F:9][C:10]1[CH:15]=[CH:14][CH:13]=[C:12]([F:16])[C:11]=1[C:17]1[NH:18][C:19]2[C:24]([CH:25]=1)=[CH:23][C:22](B1OC(C)(C)C(C)(C)O1)=[CH:21][CH:20]=2.C([O-])([O-])=O.[K+].[K+], predict the reaction product. The product is: [F:16][C:12]1[CH:13]=[CH:14][CH:15]=[C:10]([F:9])[C:11]=1[C:17]1[NH:18][C:19]2[C:24]([CH:25]=1)=[CH:23][C:22]([C:2]1[N:6]([CH3:7])[N:5]=[C:4]([NH2:8])[CH:3]=1)=[CH:21][CH:20]=2.